This data is from Full USPTO retrosynthesis dataset with 1.9M reactions from patents (1976-2016). The task is: Predict the reactants needed to synthesize the given product. (1) Given the product [CH2:1]([C:4]1[CH:9]=[CH:8][C:7]([O:10][CH3:11])=[CH:6][C:5]=1[O:12][CH2:19][C:20]1[CH:25]=[CH:24][CH:23]=[CH:22][CH:21]=1)[CH:2]=[CH2:3], predict the reactants needed to synthesize it. The reactants are: [CH2:1]([C:4]1[CH:9]=[CH:8][C:7]([O:10][CH3:11])=[CH:6][C:5]=1[OH:12])[CH:2]=[CH2:3].C(=O)([O-])[O-].[K+].[K+].[CH2:19](Br)[C:20]1[CH:25]=[CH:24][CH:23]=[CH:22][CH:21]=1. (2) The reactants are: Cl.[CH3:2][C:3]1([CH3:21])[C:7]([CH3:9])([CH3:8])[O:6][B:5]([C:10]2[CH:11]=[N:12][N:13]([CH:15]3[CH2:20][CH2:19][NH:18][CH2:17][CH2:16]3)[CH:14]=2)[O:4]1.CCN(C(C)C)C(C)C.[CH3:31][N:32]([CH3:36])[C:33](Cl)=[O:34].CO. Given the product [CH3:31][N:32]([CH3:36])[C:33]([N:18]1[CH2:19][CH2:20][CH:15]([N:13]2[CH:14]=[C:10]([B:5]3[O:6][C:7]([CH3:8])([CH3:9])[C:3]([CH3:21])([CH3:2])[O:4]3)[CH:11]=[N:12]2)[CH2:16][CH2:17]1)=[O:34], predict the reactants needed to synthesize it. (3) Given the product [Cl:54][C:55]1[C:56]([CH2:61][NH:62][C:17]([CH:14]2[CH2:15][CH2:16][N:11]([C:9]([O:8][CH2:1][C:2]3[CH:3]=[CH:4][CH:5]=[CH:6][CH:7]=3)=[O:10])[CH:12]([C:20]#[N:21])[CH2:13]2)=[O:19])=[N:57][CH:58]=[CH:59][N:60]=1, predict the reactants needed to synthesize it. The reactants are: [CH2:1]([O:8][C:9]([N:11]1[CH2:16][CH2:15][CH:14]([C:17]([OH:19])=O)[CH2:13][CH:12]1[C:20]#[N:21])=[O:10])[C:2]1[CH:7]=[CH:6][CH:5]=[CH:4][CH:3]=1.CN(C(ON1N=NC2C=CC=NC1=2)=[N+](C)C)C.F[P-](F)(F)(F)(F)F.CCN(CC)CC.Cl.[Cl:54][C:55]1[C:56]([CH2:61][NH2:62])=[N:57][CH:58]=[CH:59][N:60]=1. (4) Given the product [C:10]([OH:3])(=[O:11])[CH2:5][CH2:6][CH2:7][CH2:8][CH2:13][CH2:14][CH2:15]/[CH:18]=[CH:19]\[CH2:20]/[CH:21]=[CH:23]\[CH2:24][CH2:25][CH2:26][CH2:28][CH3:29], predict the reactants needed to synthesize it. The reactants are: C([OH:3])C.C[C:5]1[C:10]([OH:11])=C(C)[C:8]2[CH2:13][CH2:14][C@:15]([CH2:18][CH2:19][CH2:20][C@@H:21]([CH2:23][CH2:24][CH2:25][C@@H:26]([CH2:28][CH2:29]CC(C)C)C)C)(C)O[C:7]=2[C:6]=1C. (5) Given the product [O:1]=[C:2]1[N:8]([CH:9]2[CH2:14][CH2:13][N:12]([C:15]([O:17][C@H:18]([CH2:19][C:20]3[CH:21]=[C:22]([CH3:28])[C:23]([OH:27])=[C:24]([CH3:26])[CH:25]=3)[C:29]([N:36]3[CH2:41][CH2:40][CH:39]([N:42]4[CH2:47][CH2:46][O:45][CH2:44][CH2:43]4)[CH2:38][CH2:37]3)=[O:30])=[O:16])[CH2:11][CH2:10]2)[CH2:7][CH2:6][C:5]2[CH:32]=[CH:33][CH:34]=[CH:35][C:4]=2[NH:3]1, predict the reactants needed to synthesize it. The reactants are: [O:1]=[C:2]1[N:8]([CH:9]2[CH2:14][CH2:13][N:12]([C:15]([O:17][C@@H:18]([C:29](O)=[O:30])[CH2:19][C:20]3[CH:25]=[C:24]([CH3:26])[C:23]([OH:27])=[C:22]([CH3:28])[CH:21]=3)=[O:16])[CH2:11][CH2:10]2)[CH2:7][CH2:6][C:5]2[CH:32]=[CH:33][CH:34]=[CH:35][C:4]=2[NH:3]1.[NH:36]1[CH2:41][CH2:40][CH:39]([N:42]2[CH2:47][CH2:46][O:45][CH2:44][CH2:43]2)[CH2:38][CH2:37]1. (6) Given the product [NH2:1][C:2]1[N:7]2[N:8]=[CH:9][C:10]([C:11]([N:13]3[CH2:17][CH2:16][CH:15]([N:18]([CH3:20])[CH3:19])[CH2:14]3)=[O:12])=[C:6]2[N:5]=[CH:4][C:3]=1[C:21]1[CH:26]=[CH:25][C:24]([NH2:27])=[CH:23][C:22]=1[CH3:30], predict the reactants needed to synthesize it. The reactants are: [NH2:1][C:2]1[N:7]2[N:8]=[CH:9][C:10]([C:11]([N:13]3[CH2:17][CH2:16][CH:15]([N:18]([CH3:20])[CH3:19])[CH2:14]3)=[O:12])=[C:6]2[N:5]=[CH:4][C:3]=1[C:21]1[CH:26]=[CH:25][C:24]([N+:27]([O-])=O)=[CH:23][C:22]=1[CH3:30]. (7) The reactants are: [C:1]1([S:7]([C:10]2[CH:11]=[CH:12][C:13]3[O:18][CH2:17][CH2:16][NH:15][C:14]=3[CH:19]=2)(=[O:9])=[O:8])[CH:6]=[CH:5][CH:4]=[CH:3][CH:2]=1.Br[CH2:21][C:22]#[N:23].C(N(CC)C(C)C)(C)C.ClCCl. Given the product [C:1]1([S:7]([C:10]2[CH:11]=[CH:12][C:13]3[O:18][CH2:17][CH2:16][N:15]([CH2:21][C:22]#[N:23])[C:14]=3[CH:19]=2)(=[O:9])=[O:8])[CH:2]=[CH:3][CH:4]=[CH:5][CH:6]=1, predict the reactants needed to synthesize it.